Dataset: Full USPTO retrosynthesis dataset with 1.9M reactions from patents (1976-2016). Task: Predict the reactants needed to synthesize the given product. Given the product [F:1][C:2]([F:20])([F:21])[C:3]1[CH:8]=[CH:7][C:6]2[NH:9][C:10]3[C:15]([C:5]=2[CH:4]=1)=[CH:14][C:13]([C:16]([F:17])([F:18])[F:19])=[CH:12][CH:11]=3, predict the reactants needed to synthesize it. The reactants are: [F:1][C:2]([F:21])([F:20])[C:3]1[CH:8]=[CH:7][C:6]([NH:9][C:10]2[CH:15]=[CH:14][C:13]([C:16]([F:19])([F:18])[F:17])=[CH:12][CH:11]=2)=[CH:5][CH:4]=1.C(O)(=O)C.C([O-])(O)=O.[Na+].